This data is from Full USPTO retrosynthesis dataset with 1.9M reactions from patents (1976-2016). The task is: Predict the reactants needed to synthesize the given product. (1) Given the product [Br:18][C:19]1[CH:20]=[C:21]([C:2]2[CH2:6][CH2:5][CH2:4][C:3]=2[C:7]2[CH:8]=[C:9]([CH:15]=[CH:16][CH:17]=2)[C:10]([O:12][CH2:13][CH3:14])=[O:11])[C:22]([O:25][CH3:26])=[N:23][CH:24]=1, predict the reactants needed to synthesize it. The reactants are: Br[C:2]1[CH2:6][CH2:5][CH2:4][C:3]=1[C:7]1[CH:8]=[C:9]([CH:15]=[CH:16][CH:17]=1)[C:10]([O:12][CH2:13][CH3:14])=[O:11].[Br:18][C:19]1[CH:20]=[C:21](B(O)O)[C:22]([O:25][CH3:26])=[N:23][CH:24]=1.C(=O)([O-])[O-].[K+].[K+]. (2) Given the product [C:34]([N:31]1[CH2:30][CH2:29][N:28]([C:25]2[CH:26]=[CH:27][C:22]([O:21][CH2:18][C:19]3[N:10]([CH2:11][CH2:12][CH:13]4[CH2:17][CH2:16][CH2:15][CH2:14]4)[C:3]4[N:4]=[C:5]([C:8]#[N:9])[N:6]=[CH:7][C:2]=4[CH:20]=3)=[CH:23][CH:24]=2)[CH2:33][CH2:32]1)(=[O:36])[CH3:35], predict the reactants needed to synthesize it. The reactants are: Br[C:2]1[C:3]([NH:10][CH2:11][CH2:12][CH:13]2[CH2:17][CH2:16][CH2:15][CH2:14]2)=[N:4][C:5]([C:8]#[N:9])=[N:6][CH:7]=1.[CH2:18]([O:21][C:22]1[CH:27]=[CH:26][C:25]([N:28]2[CH2:33][CH2:32][N:31]([C:34](=[O:36])[CH3:35])[CH2:30][CH2:29]2)=[CH:24][CH:23]=1)[C:19]#[CH:20].CCN(CC)CC.C1CCN2C(=NCCC2)CC1. (3) Given the product [C:17]([CH2:18][NH:19][C:11]([CH:10]1[CH:3]2[CH2:4][CH:5]3[CH:6]([CH:2]2[I:1])[O:7][C:8](=[O:14])[CH:9]13)=[O:13])#[N:16], predict the reactants needed to synthesize it. The reactants are: [I:1][CH:2]1[CH:6]2[O:7][C:8](=[O:14])[CH:9]3[CH:10]([C:11]([OH:13])=O)[CH:3]1[CH2:4][CH:5]23.Cl.[NH2:16][CH2:17][C:18]#[N:19].F[P-](F)(F)(F)(F)F.N1([PH+](N2CCCC2)N2CCCC2)CCCC1.C(N(CC)CC)C. (4) Given the product [CH2:20]([O:19][C:18]1[C:13]([NH:12][C:10]([NH2:9])=[S:11])=[N:14][CH:15]=[CH:16][CH:17]=1)[C:21]1[CH:22]=[CH:23][CH:24]=[CH:25][CH:26]=1, predict the reactants needed to synthesize it. The reactants are: C([NH:9][C:10]([NH:12][C:13]1[C:18]([O:19][CH2:20][C:21]2[CH:26]=[CH:25][CH:24]=[CH:23][CH:22]=2)=[CH:17][CH:16]=[CH:15][N:14]=1)=[S:11])(=O)C1C=CC=CC=1.C(=O)([O-])[O-].[K+].[K+].CCO. (5) Given the product [CH3:3][C:4]1[N:5]=[C:6]([C:32]2[CH:37]=[CH:36][C:35]([C:38]([F:41])([F:39])[F:40])=[CH:34][CH:33]=2)[S:7][C:8]=1[C:9]([NH:11][CH2:12][CH2:13][C:14]1[CH:31]=[CH:30][C:17]([O:18][CH2:19][C:20]2[CH:29]=[CH:28][CH:27]=[CH:26][C:21]=2[C:22]([OH:24])=[O:23])=[CH:16][CH:15]=1)=[O:10], predict the reactants needed to synthesize it. The reactants are: [OH-].[Li+].[CH3:3][C:4]1[N:5]=[C:6]([C:32]2[CH:37]=[CH:36][C:35]([C:38]([F:41])([F:40])[F:39])=[CH:34][CH:33]=2)[S:7][C:8]=1[C:9]([NH:11][CH2:12][CH2:13][C:14]1[CH:31]=[CH:30][C:17]([O:18][CH2:19][C:20]2[CH:29]=[CH:28][CH:27]=[CH:26][C:21]=2[C:22]([O:24]C)=[O:23])=[CH:16][CH:15]=1)=[O:10]. (6) The reactants are: [F:1][C:2]([F:12])([F:11])[C:3]1[CH:10]=[CH:9][CH:8]=[CH:7][C:4]=1[CH:5]=O.[NH2:13][C:14]1[CH:15]=[C:16]2[C:21]3=[C:22]([CH2:24][CH2:25][N:20]3[CH2:19][C@@H:18]3[CH2:26][N:27](C(OC(C)(C)C)=O)[CH2:28][C@H:17]23)[CH:23]=1. Given the product [F:1][C:2]([F:12])([F:11])[C:3]1[CH:10]=[CH:9][CH:8]=[CH:7][C:4]=1[CH2:5][NH:13][C:14]1[CH:15]=[C:16]2[C:21]3=[C:22]([CH2:24][CH2:25][N:20]3[CH2:19][C@@H:18]3[CH2:26][NH:27][CH2:28][C@H:17]23)[CH:23]=1, predict the reactants needed to synthesize it.